Dataset: Catalyst prediction with 721,799 reactions and 888 catalyst types from USPTO. Task: Predict which catalyst facilitates the given reaction. (1) Reactant: [NH:1]([CH2:5][CH2:6][OH:7])[CH2:2][CH2:3][OH:4].[CH2:8]([N:12]=[C:13]=[O:14])[CH2:9][CH2:10][CH3:11]. Product: [CH2:8]([NH:12][C:13](=[O:14])[N:1]([CH2:5][CH2:6][OH:7])[CH2:2][CH2:3][OH:4])[CH2:9][CH2:10][CH3:11]. The catalyst class is: 111. (2) Reactant: [F:1][C:2]([F:29])([F:28])[C:3]1[CH:4]=[C:5]([C:13]([CH3:27])([CH3:26])[C:14]([N:16]([C:18]2[CH:19]=[N:20][C:21]([Cl:25])=[CH:22][C:23]=2I)[CH3:17])=[O:15])[CH:6]=[C:7]([C:9]([F:12])([F:11])[F:10])[CH:8]=1.B(O)(O)[C:31]1[C:36]([CH:37]=[O:38])=[CH:35][CH:34]=[CH:33][CH:32]=1.C(=O)([O-])[O-].[Na+].[Na+]. Product: [F:1][C:2]([F:29])([F:28])[C:3]1[CH:4]=[C:5]([C:13]([CH3:27])([CH3:26])[C:14]([N:16]([C:18]2[CH:19]=[N:20][C:21]([Cl:25])=[CH:22][C:23]=2[C:35]2[CH:34]=[CH:33][CH:32]=[CH:31][C:36]=2[CH:37]=[O:38])[CH3:17])=[O:15])[CH:6]=[C:7]([C:9]([F:12])([F:11])[F:10])[CH:8]=1. The catalyst class is: 77. (3) Product: [C:47]12([NH:52][C:30]([C:29]3[C:28]([O:34][CH3:35])=[CH:27][C:26]([CH3:36])=[C:25]([C:3]4[C:4]([CH2:22][O:23][CH3:24])=[CH:5][C:6]5[O:10][C:9]([C:11]6[CH:12]=[CH:13][C:14]([F:17])=[CH:15][CH:16]=6)=[C:8]([C:18]([NH:19][CH3:20])=[O:21])[C:7]=5[C:2]=4[F:1])[CH:33]=3)=[O:31])[CH2:51][CH:49]([CH2:50]1)[CH2:48]2. Reactant: [F:1][C:2]1[C:7]2[C:8]([C:18](=[O:21])[NH:19][CH3:20])=[C:9]([C:11]3[CH:16]=[CH:15][C:14]([F:17])=[CH:13][CH:12]=3)[O:10][C:6]=2[CH:5]=[C:4]([CH2:22][O:23][CH3:24])[C:3]=1[C:25]1[C:26]([CH3:36])=[CH:27][C:28]([O:34][CH3:35])=[C:29]([CH:33]=1)[C:30](O)=[O:31].C(N(C(C)C)C(C)C)C.Cl.[C:47]12([NH2:52])[CH2:51][CH:49]([CH2:50]1)[CH2:48]2.CN(C(ON1N=NC2C=CC=NC1=2)=[N+](C)C)C.F[P-](F)(F)(F)(F)F. The catalyst class is: 3. (4) Reactant: [C:1](Cl)(=[O:3])[CH3:2].N1C=CC=CC=1.[CH3:11][O:12][C:13]1[N:18]=[CH:17][C:16]([C:19]2[S:20][C:21]3[CH:27]=[C:26]([NH2:28])[CH:25]=[CH:24][C:22]=3[N:23]=2)=[CH:15][CH:14]=1. Product: [CH3:11][O:12][C:13]1[N:18]=[CH:17][C:16]([C:19]2[S:20][C:21]3[CH:27]=[C:26]([NH:28][C:1](=[O:3])[CH3:2])[CH:25]=[CH:24][C:22]=3[N:23]=2)=[CH:15][CH:14]=1. The catalyst class is: 2. (5) Reactant: Cl.[CH3:2][C:3]1[S:4][C:5]2[CH:11]=[CH:10][C:9]([N:12]3[CH2:17][CH2:16][NH:15][CH2:14][CH2:13]3)=[CH:8][C:6]=2[N:7]=1.[CH:18]([O:21][C:22]1[CH:30]=[CH:29][C:28]([S:31]([CH3:34])(=[O:33])=[O:32])=[CH:27][C:23]=1[C:24](O)=[O:25])([CH3:20])[CH3:19]. Product: [CH:18]([O:21][C:22]1[CH:30]=[CH:29][C:28]([S:31]([CH3:34])(=[O:33])=[O:32])=[CH:27][C:23]=1[C:24]([N:15]1[CH2:14][CH2:13][N:12]([C:9]2[CH:10]=[CH:11][C:5]3[S:4][C:3]([CH3:2])=[N:7][C:6]=3[CH:8]=2)[CH2:17][CH2:16]1)=[O:25])([CH3:20])[CH3:19]. The catalyst class is: 753. (6) Reactant: Cl[C:2]1[CH:7]=[C:6]([C:8]2[CH:13]=[CH:12][N:11]=[C:10]([N:14]3[CH2:19][CH:18]4[CH2:20][CH:15]3[CH2:16][N:17]4[CH:21]([CH3:23])[CH3:22])[N:9]=2)[CH:5]=[CH:4][N:3]=1.[CH3:24][C@H:25]([NH2:32])[C:26]1[CH:31]=[CH:30][CH:29]=[CH:28][CH:27]=1.C1C=CC(P(C2C(C3C(P(C4C=CC=CC=4)C4C=CC=CC=4)=CC=C4C=3C=CC=C4)=C3C(C=CC=C3)=CC=2)C2C=CC=CC=2)=CC=1.CC([O-])(C)C.[Na+]. Product: [CH:21]([N:17]1[CH2:16][CH:15]2[CH2:20][CH:18]1[CH2:19][N:14]2[C:10]1[N:9]=[C:8]([C:6]2[CH:5]=[CH:4][N:3]=[C:2]([NH:32][C@H:25]([C:26]3[CH:31]=[CH:30][CH:29]=[CH:28][CH:27]=3)[CH3:24])[CH:7]=2)[CH:13]=[CH:12][N:11]=1)([CH3:23])[CH3:22]. The catalyst class is: 222.